This data is from Full USPTO retrosynthesis dataset with 1.9M reactions from patents (1976-2016). The task is: Predict the reactants needed to synthesize the given product. Given the product [NH:1]1[C:9]2[C:4](=[CH:5][CH:6]=[CH:7][CH:8]=2)[C:3]([S:12][CH2:11][C:10]([O:14][CH3:15])=[O:13])=[CH:2]1, predict the reactants needed to synthesize it. The reactants are: [NH:1]1[C:9]2[C:4](=[CH:5][CH:6]=[CH:7][CH:8]=2)[CH:3]=[CH:2]1.[C:10]([O:14][CH3:15])(=[O:13])[CH2:11][SH:12].II.[I-].[K+].